Dataset: Peptide-MHC class I binding affinity with 185,985 pairs from IEDB/IMGT. Task: Regression. Given a peptide amino acid sequence and an MHC pseudo amino acid sequence, predict their binding affinity value. This is MHC class I binding data. (1) The peptide sequence is NPAWRKAVF. The MHC is HLA-B07:02 with pseudo-sequence HLA-B07:02. The binding affinity (normalized) is 0.907. (2) The peptide sequence is LRMTQLKGYL. The MHC is Mamu-B17 with pseudo-sequence Mamu-B17. The binding affinity (normalized) is 0.164. (3) The peptide sequence is KRMGVQMQR. The MHC is HLA-B08:02 with pseudo-sequence HLA-B08:02. The binding affinity (normalized) is 0.0847. (4) The peptide sequence is YPASLHKFF. The MHC is HLA-B48:01 with pseudo-sequence HLA-B48:01. The binding affinity (normalized) is 0.0847.